From a dataset of Peptide-MHC class I binding affinity with 185,985 pairs from IEDB/IMGT. Regression. Given a peptide amino acid sequence and an MHC pseudo amino acid sequence, predict their binding affinity value. This is MHC class I binding data. (1) The peptide sequence is GTIAGGVCY. The MHC is HLA-A11:01 with pseudo-sequence HLA-A11:01. The binding affinity (normalized) is 0.608. (2) The peptide sequence is TVLDVGDAY. The MHC is HLA-B35:03 with pseudo-sequence HLA-B35:03. The binding affinity (normalized) is 0.